From a dataset of TCR-epitope binding with 47,182 pairs between 192 epitopes and 23,139 TCRs. Binary Classification. Given a T-cell receptor sequence (or CDR3 region) and an epitope sequence, predict whether binding occurs between them. (1) The epitope is QARQMVQAMRTIGTHP. The TCR CDR3 sequence is CASRPESTTSWNTEAFF. Result: 0 (the TCR does not bind to the epitope). (2) The epitope is GTHWFVTQR. Result: 0 (the TCR does not bind to the epitope). The TCR CDR3 sequence is CASSWTGPSYEQYF. (3) The epitope is LLDFVRFMGV. The TCR CDR3 sequence is CASSLGLGGDTQYF. Result: 0 (the TCR does not bind to the epitope). (4) The epitope is LSDDAVVCFNSTY. The TCR CDR3 sequence is CASSPTRNTEAFF. Result: 0 (the TCR does not bind to the epitope). (5) The epitope is VLWAHGFEL. The TCR CDR3 sequence is CASSPAGLAHEQYF. Result: 0 (the TCR does not bind to the epitope).